This data is from NCI-60 drug combinations with 297,098 pairs across 59 cell lines. The task is: Regression. Given two drug SMILES strings and cell line genomic features, predict the synergy score measuring deviation from expected non-interaction effect. (1) Drug 1: CN1CCC(CC1)COC2=C(C=C3C(=C2)N=CN=C3NC4=C(C=C(C=C4)Br)F)OC. Drug 2: CCCS(=O)(=O)NC1=C(C(=C(C=C1)F)C(=O)C2=CNC3=C2C=C(C=N3)C4=CC=C(C=C4)Cl)F. Cell line: MCF7. Synergy scores: CSS=-0.650, Synergy_ZIP=-1.73, Synergy_Bliss=-0.282, Synergy_Loewe=-6.25, Synergy_HSA=-2.45. (2) Drug 1: C1=NC2=C(N1)C(=S)N=CN2. Drug 2: C(CN)CNCCSP(=O)(O)O. Cell line: COLO 205. Synergy scores: CSS=19.8, Synergy_ZIP=11.6, Synergy_Bliss=14.2, Synergy_Loewe=-4.52, Synergy_HSA=11.4. (3) Drug 1: COC1=C(C=C2C(=C1)N=CN=C2NC3=CC(=C(C=C3)F)Cl)OCCCN4CCOCC4. Drug 2: CC(CN1CC(=O)NC(=O)C1)N2CC(=O)NC(=O)C2. Cell line: NCI-H322M. Synergy scores: CSS=49.3, Synergy_ZIP=4.40, Synergy_Bliss=4.59, Synergy_Loewe=-13.4, Synergy_HSA=5.81.